This data is from Full USPTO retrosynthesis dataset with 1.9M reactions from patents (1976-2016). The task is: Predict the reactants needed to synthesize the given product. (1) Given the product [NH2:1][C:4]1[CH:5]=[C:6]2[C:10](=[CH:11][CH:12]=1)[NH:9][C:8](=[O:13])[C:7]12[O:17][CH2:16][CH2:15][O:14]1, predict the reactants needed to synthesize it. The reactants are: [N+:1]([C:4]1[CH:5]=[C:6]2[C:10](=[CH:11][CH:12]=1)[NH:9][C:8](=[O:13])[C:7]12[O:17][CH2:16][CH2:15][O:14]1)([O-])=O. (2) Given the product [Cl:1][C:2]1[N:11]=[C:10]([N:12]2[CH2:22][CH2:26][O:25][CH2:24][CH2:23]2)[C:9]2[C:4](=[CH:5][C:6]([C:34]([OH:33])([CH3:35])[CH3:27])=[CH:7][CH:8]=2)[N:3]=1, predict the reactants needed to synthesize it. The reactants are: [Cl:1][C:2]1[N:11]=[C:10]([N:12]2CCOCC2)[C:9]2[C:4](=[CH:5][C:6](C(OC)=O)=[CH:7][CH:8]=2)[N:3]=1.[CH2:22]1[CH2:26][O:25][CH2:24][CH2:23]1.[CH3:27][Mg]Br.C([O:33][CH2:34][CH3:35])(=O)C. (3) Given the product [Cl:23][CH2:24][C:25]([N:31]1[CH2:32][CH2:34][CH2:37][CH:36]([O:16][C:13]2[CH:14]=[C:15]3[C:10](=[CH:11][C:12]=2[O:17][CH3:18])[N:9]=[CH:8][N:7]=[C:6]3[NH:5][C:4]2[CH:19]=[CH:20][CH:21]=[C:2]([Cl:1])[C:3]=2[F:22])[CH2:35]1)=[O:26], predict the reactants needed to synthesize it. The reactants are: [Cl:1][C:2]1[C:3]([F:22])=[C:4]([CH:19]=[CH:20][CH:21]=1)[NH:5][C:6]1[C:15]2[C:10](=[CH:11][C:12]([O:17][CH3:18])=[C:13]([OH:16])[CH:14]=2)[N:9]=[CH:8][N:7]=1.[Cl:23][CH2:24][C:25](Cl)=[O:26].C([N:31]([CH2:35][CH3:36])[CH:32]([CH3:34])C)(C)C.[CH2:37](Cl)Cl. (4) Given the product [NH2:1][C:2]1[N:3]=[CH:4][C:5]([C:17]2[CH:22]=[CH:21][C:20]([OH:23])=[CH:19][C:18]=2[F:25])=[C:6]([CH2:15][CH3:16])[C:7]=1[C:8]1[CH:9]=[CH:10][C:11]([OH:14])=[CH:12][CH:13]=1, predict the reactants needed to synthesize it. The reactants are: [NH2:1][C:2]1[C:7]([C:8]2[CH:13]=[CH:12][C:11]([OH:14])=[CH:10][CH:9]=2)=[C:6]([CH2:15][CH3:16])[C:5]([C:17]2[CH:22]=[CH:21][C:20]([O:23]C)=[CH:19][C:18]=2[F:25])=[CH:4][N:3]=1.B(Br)(Br)Br. (5) The reactants are: OC1CC(O)C(CC=CCCCC(OC)=O)C1COC(=O)NC1C=CC=CC=1.[CH2:29]([NH:36][C:37]([O:39][CH2:40][CH:41]1[CH:45]([O:46]C2CCCCO2)[CH2:44][CH:43]([O:53]C2CCCCO2)[CH:42]1[CH2:60][CH:61]=[CH:62][CH2:63][CH2:64][CH2:65][C:66]([O:68][CH3:69])=[O:67])=[S:38])[C:30]1[CH:35]=[CH:34][CH:33]=[CH:32][CH:31]=1.C1(C)C=CC(S([O-])(=O)=O)=CC=1.[NH+]1C=CC=CC=1. Given the product [CH2:29]([NH:36][C:37]([O:39][CH2:40][CH:41]1[CH:45]([OH:46])[CH2:44][CH:43]([OH:53])[CH:42]1[CH2:60][CH:61]=[CH:62][CH2:63][CH2:64][CH2:65][C:66]([O:68][CH3:69])=[O:67])=[S:38])[C:30]1[CH:31]=[CH:32][CH:33]=[CH:34][CH:35]=1, predict the reactants needed to synthesize it. (6) Given the product [F:15][C:16]1[C:24]([O:25][CH3:26])=[C:23]([N+:27]([O-:29])=[O:28])[CH:22]=[CH:21][C:17]=1[CH2:18][OH:19], predict the reactants needed to synthesize it. The reactants are: FC1C=C([N+]([O-])=O)C(OC)=CC=1CO.[F:15][C:16]1[C:24]([O:25][CH3:26])=[C:23]([N+:27]([O-:29])=[O:28])[CH:22]=[CH:21][C:17]=1[C:18](O)=[O:19]. (7) Given the product [CH3:1][C:2]1([CH3:14])[C:6]([CH3:7])([CH3:8])[O:5][B:4]([C:9]2[CH:13]=[N:12][N:11]([CH:22]3[CH2:27][CH2:26][N:25]([C:28]([O:30][C:31]([CH3:34])([CH3:33])[CH3:32])=[O:29])[CH2:24][CH2:23]3)[CH:10]=2)[O:3]1, predict the reactants needed to synthesize it. The reactants are: [CH3:1][C:2]1([CH3:14])[C:6]([CH3:8])([CH3:7])[O:5][B:4]([C:9]2[CH:10]=[N:11][NH:12][CH:13]=2)[O:3]1.[H-].[Na+].CS(O[CH:22]1[CH2:27][CH2:26][N:25]([C:28]([O:30][C:31]([CH3:34])([CH3:33])[CH3:32])=[O:29])[CH2:24][CH2:23]1)(=O)=O. (8) Given the product [Cl:1][C:2]1[CH:3]=[C:4]([CH:10]([CH3:15])[C:11]([O:13][CH3:14])=[O:12])[CH:5]=[CH:6][C:7]=1[CH:8]=[C:18]1[C:17](=[O:16])[CH2:21][CH2:20][S:19]1, predict the reactants needed to synthesize it. The reactants are: [Cl:1][C:2]1[CH:3]=[C:4]([CH:10]([CH3:15])[C:11]([O:13][CH3:14])=[O:12])[CH:5]=[CH:6][C:7]=1[CH:8]=O.[O:16]=[C:17]1[CH2:21][CH2:20][S:19][CH2:18]1. (9) Given the product [CH3:1][C:2]1([CH3:8])[CH2:7][O:6][CH2:5][CH2:4][N:3]1[CH2:9][CH2:10][OH:11], predict the reactants needed to synthesize it. The reactants are: [CH3:1][C:2]1([CH3:8])[CH2:7][O:6][CH2:5][CH2:4][NH:3]1.[CH3:9][C:10](C)=[O:11].C(=O)=O.C1OC1.